From a dataset of HIV replication inhibition screening data with 41,000+ compounds from the AIDS Antiviral Screen. Binary Classification. Given a drug SMILES string, predict its activity (active/inactive) in a high-throughput screening assay against a specified biological target. (1) The drug is CC(=O)OCC1OC(Nn2c(=O)[nH]c3ccccc3c2=O)C(OC(C)=O)C(OC(C)=O)C1OC(C)=O. The result is 0 (inactive). (2) The compound is Cc1cc(NCCCCCCNc2cc(C)nc3ccc(Cl)cc23)c2cc(Cl)ccc2n1. The result is 0 (inactive). (3) The molecule is CC1CC(C)C(O)C(C(O)CC2CC(=O)N(Cc3ccccc3)C(=O)C2)C1. The result is 0 (inactive).